Task: Predict the reactants needed to synthesize the given product.. Dataset: Full USPTO retrosynthesis dataset with 1.9M reactions from patents (1976-2016) (1) Given the product [CH3:61][Si:58]([CH3:59])([CH3:60])[CH2:57][CH2:56][O:55][CH2:54][N:31]([CH2:30][O:29][CH2:28][CH2:27][Si:26]([CH3:63])([CH3:62])[CH3:25])[C:32]1[N:37]2[N:38]=[CH:39][C:40]([C:3]3[CH:2]=[N:1][C:10]4[C:5]([CH:4]=3)=[CH:6][CH:7]=[CH:8][CH:9]=4)=[C:36]2[N:35]=[C:34]([CH:42]2[CH2:47][CH2:46][CH:45]([CH2:48][C:49]([O:51][CH2:52][CH3:53])=[O:50])[CH2:44][CH2:43]2)[CH:33]=1, predict the reactants needed to synthesize it. The reactants are: [N:1]1[C:10]2[C:5](=[CH:6][CH:7]=[CH:8][CH:9]=2)[CH:4]=[C:3](B(O)O)[CH:2]=1.[O-]P([O-])([O-])=O.[K+].[K+].[K+].C(Cl)Cl.[CH3:25][Si:26]([CH3:63])([CH3:62])[CH2:27][CH2:28][O:29][CH2:30][N:31]([CH2:54][O:55][CH2:56][CH2:57][Si:58]([CH3:61])([CH3:60])[CH3:59])[C:32]1[N:37]2[N:38]=[CH:39][C:40](I)=[C:36]2[N:35]=[C:34]([CH:42]2[CH2:47][CH2:46][CH:45]([CH2:48][C:49]([O:51][CH2:52][CH3:53])=[O:50])[CH2:44][CH2:43]2)[CH:33]=1. (2) Given the product [Cl:1][C:2]1[C:7]([C:23]([OH:25])=[O:24])=[C:6]([Cl:8])[N:5]=[C:4]([S:9][CH3:10])[N:3]=1, predict the reactants needed to synthesize it. The reactants are: [Cl:1][C:2]1[CH:7]=[C:6]([Cl:8])[N:5]=[C:4]([S:9][CH3:10])[N:3]=1.C(NC(C)C)(C)C.C([Li])CCC.[C:23](=[O:25])=[O:24]. (3) Given the product [CH2:32]([O:31][P:30]([CH2:29][C:28]1[CH:38]=[CH:39][C:25]([NH:24][C:16]2[N:15]=[C:14]([NH:42][C:43]3[CH:52]=[CH:51][C:50]([C@H:53]4[CH2:54][CH2:55][C@H:56]([C:59]([O:61][CH2:62][CH3:63])=[O:60])[CH2:57][CH2:58]4)=[C:49]4[C:44]=3[C:45](=[O:65])[C:46]([CH3:64])=[CH:47][NH:48]4)[C:19]([C:20]([F:23])([F:22])[F:21])=[CH:18][N:17]=2)=[C:26]([O:40][CH3:41])[CH:27]=1)([O:34][CH2:35][CH3:36])=[O:37])[CH3:33], predict the reactants needed to synthesize it. The reactants are: NC1C=CC(F)=CC=1C(NC)=O.Cl[C:14]1[C:19]([C:20]([F:23])([F:22])[F:21])=[CH:18][N:17]=[C:16]([NH:24][C:25]2[CH:39]=[CH:38][C:28]([CH2:29][P:30](=[O:37])([O:34][CH2:35][CH3:36])[O:31][CH2:32][CH3:33])=[CH:27][C:26]=2[O:40][CH3:41])[N:15]=1.[NH2:42][C:43]1[CH:52]=[CH:51][C:50]([C@H:53]2[CH2:58][CH2:57][C@H:56]([C:59]([O:61][CH2:62][CH3:63])=[O:60])[CH2:55][CH2:54]2)=[C:49]2[C:44]=1[C:45](=[O:65])[C:46]([CH3:64])=[CH:47][NH:48]2. (4) Given the product [C:1]([O:5][C:6]([NH:7][C:8]1[C:9]([Cl:17])=[CH:10][C:11]([NH:19][CH:20]2[CH2:21][CH2:22][N:23]([C:26]([O:28][C:29]([CH3:32])([CH3:31])[CH3:30])=[O:27])[CH2:24][CH2:25]2)=[C:12]([C:14]#[N:15])[CH:13]=1)=[O:18])([CH3:4])([CH3:3])[CH3:2], predict the reactants needed to synthesize it. The reactants are: [C:1]([O:5][C:6](=[O:18])[NH:7][C:8]1[CH:13]=[C:12]([C:14]#[N:15])[C:11](Br)=[CH:10][C:9]=1[Cl:17])([CH3:4])([CH3:3])[CH3:2].[NH2:19][CH:20]1[CH2:25][CH2:24][N:23]([C:26]([O:28][C:29]([CH3:32])([CH3:31])[CH3:30])=[O:27])[CH2:22][CH2:21]1.C1(P(C2C=CC=CC=2)C2C3OC4C(=CC=CC=4P(C4C=CC=CC=4)C4C=CC=CC=4)C(C)(C)C=3C=CC=2)C=CC=CC=1.C([O-])([O-])=O.[Cs+].[Cs+]. (5) Given the product [OH:8][CH:9]1[CH2:10][N:11]([C:14]([O:16][C:17]([CH3:18])([CH3:19])[CH3:20])=[O:15])[CH:12]([CH3:21])[CH2:13]1, predict the reactants needed to synthesize it. The reactants are: [Si]([O:8][CH:9]1[CH2:13][CH2:12][N:11]([C:14]([O:16][C:17]([CH3:20])([CH3:19])[CH3:18])=[O:15])[CH2:10]1)(C(C)(C)C)(C)C.[CH3:21]CCC[N+](CCCC)(CCCC)CCCC.[F-]. (6) Given the product [CH3:1][C:2]1[C:7]([C:8]2[N:9]([C:17]3[CH:22]=[CH:21][C:20]([S:23]([NH:26][C:27](=[O:29])[CH3:28])(=[O:25])=[O:24])=[CH:19][CH:18]=3)[CH:10]=[C:11]([C:13]([F:14])([F:15])[F:16])[N:12]=2)=[CH:6][CH:5]=[CH:4][N:3]=1, predict the reactants needed to synthesize it. The reactants are: [CH3:1][C:2]1[C:7]([C:8]2[N:9]([C:17]3[CH:22]=[CH:21][C:20]([S:23]([NH2:26])(=[O:25])=[O:24])=[CH:19][CH:18]=3)[CH:10]=[C:11]([C:13]([F:16])([F:15])[F:14])[N:12]=2)=[CH:6][CH:5]=[CH:4][N:3]=1.[C:27](OC(=O)C)(=[O:29])[CH3:28].C(N(CC)CC)C. (7) The reactants are: CS([Cl:5])(=O)=O.[Cl:6][C:7]1[CH:12]=[CH:11][C:10]([C:13]2[CH:18]=[CH:17][C:16]([NH:19][C:20](=[O:31])[CH2:21][CH2:22][C:23]3[CH:28]=[CH:27][C:26]([CH2:29]O)=[CH:25][CH:24]=3)=[CH:15][CH:14]=2)=[CH:9][CH:8]=1.C(N(CC)CC)C. Given the product [Cl:6][C:7]1[CH:12]=[CH:11][C:10]([C:13]2[CH:18]=[CH:17][C:16]([NH:19][C:20](=[O:31])[CH2:21][CH2:22][C:23]3[CH:28]=[CH:27][C:26]([CH2:29][Cl:5])=[CH:25][CH:24]=3)=[CH:15][CH:14]=2)=[CH:9][CH:8]=1, predict the reactants needed to synthesize it. (8) Given the product [F:1][C:2]([F:7])([F:6])[C:3]([OH:5])=[O:4].[Cl:15][C:16]1[CH:17]=[N:18][C:19]2[NH:20][C:21]3[CH:22]=[CH:23][CH:24]=[C:25]([CH:38]=3)[CH2:26][CH2:27][C:28]3[CH:36]=[C:32]([NH:33][C:34]=1[N:35]=2)[CH:31]=[C:30]([NH:37][C:43]([CH:39]1[CH2:42][CH2:41][CH2:40]1)=[O:44])[CH:29]=3, predict the reactants needed to synthesize it. The reactants are: [F:1][C:2]([F:7])([F:6])[C:3]([OH:5])=[O:4].FC(F)(F)C(O)=O.[Cl:15][C:16]1[CH:17]=[N:18][C:19]2[NH:20][C:21]3[CH:22]=[CH:23][CH:24]=[C:25]([CH:38]=3)[CH2:26][CH2:27][C:28]3[CH:36]=[C:32]([NH:33][C:34]=1[N:35]=2)[CH:31]=[C:30]([NH2:37])[CH:29]=3.[CH:39]1([C:43](Cl)=[O:44])[CH2:42][CH2:41][CH2:40]1. (9) Given the product [NH2:23][CH:19]([C:16]([C:9]1[C:10]2[C:11](=[N:12][CH:13]=[CH:14][CH:15]=2)[N:7]([CH2:6][C:5]2[CH:4]=[CH:3][C:2]([F:1])=[CH:27][CH:26]=2)[CH:8]=1)([CH3:18])[CH3:17])[C:20]([OH:28])=[O:25], predict the reactants needed to synthesize it. The reactants are: [F:1][C:2]1[CH:27]=[CH:26][C:5]([CH2:6][N:7]2[C:11]3=[N:12][CH:13]=[CH:14][CH:15]=[C:10]3[C:9]([C:16]([CH:19]3[NH:23]C(=O)N[C:20]3=[O:25])([CH3:18])[CH3:17])=[CH:8]2)=[CH:4][CH:3]=1.[OH-:28].[Na+].Cl.